Dataset: Forward reaction prediction with 1.9M reactions from USPTO patents (1976-2016). Task: Predict the product of the given reaction. (1) Given the reactants [NH2:17][C:16]1[CH:18]=[CH:19][C:20]([O:22][C:23]([F:24])([F:25])[F:26])=[CH:21][C:15]=1[S:14][S:14][C:15]1[CH:21]=[C:20]([O:22][C:23]([F:26])([F:25])[F:24])[CH:19]=[CH:18][C:16]=1[NH2:17].[CH2:27]([C:29]1([CH2:37][CH3:38])[NH:34][C:33](=[O:35])[CH2:32][C:31](=O)[CH2:30]1)[CH3:28], predict the reaction product. The product is: [CH2:37]([C:29]1([CH2:27][CH3:28])[NH:34][C:33](=[O:35])[C:32]2[S:14][C:15]3[CH:21]=[C:20]([O:22][C:23]([F:24])([F:25])[F:26])[CH:19]=[CH:18][C:16]=3[NH:17][C:31]=2[CH2:30]1)[CH3:38]. (2) The product is: [CH2:1]([O:3][P:4]([CH:9]([C:35]#[N:36])[CH2:10][C:11]([CH3:34])=[CH:12][CH2:13][C:14]1[C:15]([OH:27])=[C:16]2[C:20](=[C:21]([CH3:25])[C:22]=1[O:23][CH3:24])[CH2:19][O:18][C:17]2=[O:26])(=[O:8])[O:5][CH2:6][CH3:7])[CH3:2]. Given the reactants [CH2:1]([O:3][P:4]([CH:9]([C:35]#[N:36])[CH2:10][C:11]([CH3:34])=[CH:12][CH2:13][C:14]1[C:15]([O:27]CC[Si](C)(C)C)=[C:16]2[C:20](=[C:21]([CH3:25])[C:22]=1[O:23][CH3:24])[CH2:19][O:18][C:17]2=[O:26])(=[O:8])[O:5][CH2:6][CH3:7])[CH3:2], predict the reaction product.